This data is from Full USPTO retrosynthesis dataset with 1.9M reactions from patents (1976-2016). The task is: Predict the reactants needed to synthesize the given product. (1) The reactants are: C([O:8][C:9]1[N:10]=[N:11][C:12](/[CH:23]=[CH:24]/[C:25]2[CH:30]=[C:29]([F:31])[CH:28]=[C:27]([F:32])[CH:26]=2)=[CH:13][C:14]=1[O:15]CC1C=CC=CC=1)C1C=CC=CC=1. Given the product [F:32][C:27]1[CH:26]=[C:25]([CH2:24][CH2:23][C:12]2[CH:13]=[C:14]([OH:15])[C:9](=[O:8])[NH:10][N:11]=2)[CH:30]=[C:29]([F:31])[CH:28]=1, predict the reactants needed to synthesize it. (2) Given the product [CH3:4][C:5]1([CH3:16])[O:9][C@H:8]2[O:10][C@H:11]([C@H:13]([OH:14])[CH2:15][CH3:1])[CH2:12][C@H:7]2[O:6]1, predict the reactants needed to synthesize it. The reactants are: [CH3:1][Mg]Br.[CH3:4][C:5]1([CH3:16])[O:9][C@H:8]2[O:10][C@H:11]([C@H:13]3[CH2:15][O:14]3)[CH2:12][C@H:7]2[O:6]1.[NH4+].[Cl-]. (3) Given the product [CH3:21][N:12]1[C:13]2[CH:14]=[C:15]([CH3:20])[CH:16]=[C:17]([CH3:19])[C:18]=2[C:10]2[CH2:9][NH:8][CH2:23][CH2:22][C:11]1=2, predict the reactants needed to synthesize it. The reactants are: C(OC([N:8]1[CH2:23][CH2:22][C:11]2[N:12]([CH3:21])[C:13]3[CH:14]=[C:15]([CH3:20])[CH:16]=[C:17]([CH3:19])[C:18]=3[C:10]=2[CH2:9]1)=O)(C)(C)C.C(O)(C(F)(F)F)=O.C(Cl)Cl. (4) Given the product [CH3:1][O:2][C@H:3]1[CH2:7][CH2:6][N:5]([C:8]2[CH:13]=[CH:12][C:11]([NH2:14])=[CH:10][N:9]=2)[CH2:4]1, predict the reactants needed to synthesize it. The reactants are: [CH3:1][O:2][C@H:3]1[CH2:7][CH2:6][N:5]([C:8]2[CH:13]=[CH:12][C:11]([N+:14]([O-])=O)=[CH:10][N:9]=2)[CH2:4]1. (5) Given the product [C:59]([O:58][C:56]([NH:36][CH:37]([C:46](=[O:47])[NH:26][CH2:25][C:24]([CH3:28])([CH3:27])[CH2:23][CH2:22][CH2:21][CH2:20][O:19][C:9]1[CH:8]=[C:7]([C:1]2[CH:2]=[CH:3][CH:4]=[CH:5][CH:6]=2)[CH:12]=[C:11]([C:13]2[CH:14]=[CH:15][CH:16]=[CH:17][CH:18]=2)[N:10]=1)[CH2:38][C:39]([O:40][C:41]([CH3:44])([CH3:43])[CH3:42])=[O:45])=[O:57])([CH3:61])([CH3:60])[CH3:62], predict the reactants needed to synthesize it. The reactants are: [C:1]1([C:7]2[CH:12]=[C:11]([C:13]3[CH:18]=[CH:17][CH:16]=[CH:15][CH:14]=3)[N:10]=[C:9]([O:19][CH2:20][CH2:21][CH2:22][CH2:23][C:24]([CH3:28])([CH3:27])[CH2:25][NH2:26])[CH:8]=2)[CH:6]=[CH:5][CH:4]=[CH:3][CH:2]=1.C(N(CC)CC)C.[NH:36]([C:56]([O:58][C:59]([CH3:62])([CH3:61])[CH3:60])=[O:57])[C@H:37]([C:46](ON1C(=O)CCC1=O)=[O:47])[CH2:38][C:39](=[O:45])[O:40][C:41]([CH3:44])([CH3:43])[CH3:42]. (6) Given the product [N:42]1([CH2:41][CH2:40][O:1][C:2]2[CH:3]=[CH:4][C:5]([CH2:6][CH2:8][CH2:9][CH2:10][NH:11][C:12]3[CH:17]=[C:16]([O:18][CH3:19])[CH:15]=[CH:14][C:13]=3[CH:20]3[CH2:29][CH2:28][C:27]4[CH:26]=[C:25]([OH:30])[CH:24]=[CH:23][C:22]=4[CH2:21]3)=[CH:37][CH:38]=2)[CH2:48][CH2:47][CH2:46][CH2:45][CH2:44][CH2:43]1, predict the reactants needed to synthesize it. The reactants are: [OH:1][C:2]1[CH:38]=[CH:37][C:5]([C:6]([CH2:8][CH2:9][CH2:10][NH:11][C:12]2[CH:17]=[C:16]([O:18][CH3:19])[CH:15]=[CH:14][C:13]=2[CH:20]2[CH2:29][CH2:28][C:27]3[CH:26]=[C:25]([O:30]C(=O)C(C)(C)C)[CH:24]=[CH:23][C:22]=3[CH2:21]2)=O)=[CH:4][CH:3]=1.Cl[CH2:40][CH2:41][N:42]1[CH2:48][CH2:47][CH2:46][CH2:45][CH2:44][CH2:43]1.